Dataset: Full USPTO retrosynthesis dataset with 1.9M reactions from patents (1976-2016). Task: Predict the reactants needed to synthesize the given product. The reactants are: [BH4-].[Na+].[Br:3][C:4]1[CH:5]=[CH:6][C:7]([OH:18])=[C:8]([C:10]([C:12]2[CH:17]=[CH:16][CH:15]=[CH:14][CH:13]=2)=[O:11])[CH:9]=1. Given the product [Br:3][C:4]1[CH:5]=[CH:6][C:7]([OH:18])=[C:8]([CH:10]([OH:11])[C:12]2[CH:17]=[CH:16][CH:15]=[CH:14][CH:13]=2)[CH:9]=1, predict the reactants needed to synthesize it.